The task is: Predict the reactants needed to synthesize the given product.. This data is from Full USPTO retrosynthesis dataset with 1.9M reactions from patents (1976-2016). (1) Given the product [NH:1]1[CH2:16][CH2:15][O:13][C:3]2([C:12]3[C:7](=[CH:8][CH:9]=[CH:10][CH:11]=3)[O:6][CH2:5][CH2:4]2)[CH2:2]1, predict the reactants needed to synthesize it. The reactants are: [NH2:1][CH2:2][C:3]1([OH:13])[C:12]2[C:7](=[CH:8][CH:9]=[CH:10][CH:11]=2)[O:6][CH2:5][CH2:4]1.Cl[CH2:15][C:16](Cl)=O. (2) Given the product [Br:1][C:2]1[CH:10]=[C:9]2[C:5]([CH:6]=[CH:7][N:8]2[CH3:11])=[CH:4][CH:3]=1, predict the reactants needed to synthesize it. The reactants are: [Br:1][C:2]1[CH:10]=[C:9]2[C:5]([CH:6]=[CH:7][NH:8]2)=[CH:4][CH:3]=1.[C:11](=O)([O-])[O-].[K+].[K+].CI. (3) Given the product [OH:25][CH2:2][CH2:1][C@H:3]1[CH2:5][C@@H:4]1[CH:6]1[CH2:7][CH2:8][N:9]([C:12]([O:14][CH2:15][C:16]2[CH:17]=[CH:18][CH:19]=[CH:20][CH:21]=2)=[O:13])[CH2:10][CH2:11]1, predict the reactants needed to synthesize it. The reactants are: [CH:1]([C@H:3]1[CH2:5][C@@H:4]1[CH:6]1[CH2:11][CH2:10][N:9]([C:12]([O:14][CH2:15][C:16]2[CH:21]=[CH:20][CH:19]=[CH:18][CH:17]=2)=[O:13])[CH2:8][CH2:7]1)=[CH2:2].S(C)C.[OH-:25].[Na+].OO. (4) Given the product [CH2:1]([O:8][C:9]1[C:10]([CH:28]2[CH2:30][CH2:29]2)=[N:11][C:12]([CH2:15][O:16][Si:17]([CH:24]([CH3:26])[CH3:25])([CH:21]([CH3:23])[CH3:22])[CH:18]([CH3:20])[CH3:19])=[CH:13][CH:14]=1)[C:2]1[CH:7]=[CH:6][CH:5]=[CH:4][CH:3]=1, predict the reactants needed to synthesize it. The reactants are: [CH2:1]([O:8][C:9]1[C:10](Cl)=[N:11][C:12]([CH2:15][O:16][Si:17]([CH:24]([CH3:26])[CH3:25])([CH:21]([CH3:23])[CH3:22])[CH:18]([CH3:20])[CH3:19])=[CH:13][CH:14]=1)[C:2]1[CH:7]=[CH:6][CH:5]=[CH:4][CH:3]=1.[CH:28]1(B(O)O)[CH2:30][CH2:29]1. (5) Given the product [C:12]1([CH2:11][C:10]([C:6]2[CH:5]=[C:4]3[C:9](=[CH:8][CH:7]=2)[N:1]([C:19]([O:21][C:22]([CH3:25])([CH3:24])[CH3:23])=[O:20])[N:2]=[CH:3]3)=[O:18])[CH:13]=[CH:14][CH:15]=[CH:16][CH:17]=1, predict the reactants needed to synthesize it. The reactants are: [NH:1]1[C:9]2[C:4](=[CH:5][C:6]([C:10](=[O:18])[CH2:11][C:12]3[CH:17]=[CH:16][CH:15]=[CH:14][CH:13]=3)=[CH:7][CH:8]=2)[CH:3]=[N:2]1.[C:19](O[C:19]([O:21][C:22]([CH3:25])([CH3:24])[CH3:23])=[O:20])([O:21][C:22]([CH3:25])([CH3:24])[CH3:23])=[O:20].CN(C1C=CC=CN=1)C. (6) Given the product [ClH:7].[Cl:7][C:27]1[CH:17]=[C:16]([NH:15][C:14]2[C:37]3[CH:38]=[CH:18][N:9]([CH3:8])[C:10]=3[C:11]([C:39]([N:1]3[CH2:6][CH2:5][O:4][CH2:3][CH2:2]3)=[O:42])=[CH:12][N:13]=2)[CH:24]=[CH:29][CH:28]=1, predict the reactants needed to synthesize it. The reactants are: [NH:1]1[CH2:6][CH2:5][O:4][CH2:3][CH2:2]1.[ClH:7].[CH3:8][N:9]([CH3:18])[CH2:10][CH2:11][CH2:12][N:13]=[C:14]=[N:15][CH2:16][CH3:17].O.ON1C2C=[CH:27][CH:28]=[CH:29][C:24]=2N=N1.C(N([CH2:37][CH3:38])C(C)C)(C)C.[C:39](=[O:42])(O)[O-].[Na+].Cl. (7) Given the product [C:27]([O:26][C:24]([C:10]1[C:11]([C:21](=[O:23])[NH:37][CH:38]([C:66]2[CH:67]=[CH:68][CH:69]=[CH:70][CH:71]=2)[CH2:39][OH:40])=[N:12][C:13]([C:14]2[CH:15]=[CH:16][C:17]([Cl:20])=[CH:18][CH:19]=2)=[C:8]([C:5]2[CH:4]=[CH:3][C:2]([Cl:1])=[CH:7][CH:6]=2)[N:9]=1)=[O:25])([CH3:28])([CH3:29])[CH3:30], predict the reactants needed to synthesize it. The reactants are: [Cl:1][C:2]1[CH:7]=[CH:6][C:5]([C:8]2[N:9]=[C:10]([C:24]([O:26][C:27]([CH3:30])([CH3:29])[CH3:28])=[O:25])[C:11]([C:21]([OH:23])=O)=[N:12][C:13]=2[C:14]2[CH:19]=[CH:18][C:17]([Cl:20])=[CH:16][CH:15]=2)=[CH:4][CH:3]=1.C1([NH:37][CH2:38][CH2:39][OH:40])C=CC=CC=1.C(N(CC)CC)C.C1CN([P+](ON2N=N[C:67]3[CH:68]=[CH:69][CH:70]=[CH:71][C:66]2=3)(N2CCCC2)N2CCCC2)CC1.F[P-](F)(F)(F)(F)F. (8) Given the product [CH2:15]([NH:17][C:2]1[CH:3]=[C:4]([CH:5]=[CH:6][C:7]=1[O:8][CH3:9])[CH:10]=[O:14])[CH3:16], predict the reactants needed to synthesize it. The reactants are: Br[C:2]1[CH:3]=[C:4]([CH:10]2[O:14]CCO2)[CH:5]=[CH:6][C:7]=1[O:8][CH3:9].[CH2:15]([NH2:17])[CH3:16].O(C(C)(C)C)[K].Cl. (9) Given the product [N:14]1([C:11]2[CH:12]=[CH:13][C:8]([CH2:7][N:1]3[CH2:6][CH2:5][N:4]([C:25]([O:26][N:27]4[C:31](=[O:32])[CH2:30][CH2:29][C:28]4=[O:33])=[O:34])[CH2:3][CH2:2]3)=[C:9]([O:20][C:21]([F:23])([F:24])[F:22])[CH:10]=2)[CH2:15][CH2:16][O:17][CH2:18][CH2:19]1, predict the reactants needed to synthesize it. The reactants are: [N:1]1([CH2:7][C:8]2[CH:13]=[CH:12][C:11]([N:14]3[CH2:19][CH2:18][O:17][CH2:16][CH2:15]3)=[CH:10][C:9]=2[O:20][C:21]([F:24])([F:23])[F:22])[CH2:6][CH2:5][NH:4][CH2:3][CH2:2]1.[C:25](=O)([O:34]N1C(=O)CCC1=O)[O:26][N:27]1[C:31](=[O:32])[CH2:30][CH2:29][C:28]1=[O:33].C(N(CC)CC)C. (10) Given the product [CH3:1][O:2][C:3](=[O:13])[C:4]1[CH:9]=[CH:8][C:7]([N:16]([CH3:17])[CH3:15])=[CH:6][C:5]=1[C:11]#[N:12], predict the reactants needed to synthesize it. The reactants are: [CH3:1][O:2][C:3](=[O:13])[C:4]1[CH:9]=[CH:8][C:7](F)=[CH:6][C:5]=1[C:11]#[N:12].Cl.[CH3:15][NH:16][CH3:17].C(=O)([O-])[O-].[K+].[K+].